Predict the reactants needed to synthesize the given product. From a dataset of Full USPTO retrosynthesis dataset with 1.9M reactions from patents (1976-2016). Given the product [CH2:22]([O:21][C:19]1[CH:18]=[CH:17][C:16]2[C:12]([CH2:10][OH:9])=[CH:13][O:14][C:15]=2[CH:20]=1)[CH3:23], predict the reactants needed to synthesize it. The reactants are: [H-].[H-].[H-].[H-].[Li+].[Al+3].C([O:9][C:10]([C:12]1[C:16]2[CH:17]=[CH:18][C:19]([O:21][CH2:22][CH3:23])=[CH:20][C:15]=2[O:14][CH:13]=1)=O)C.[OH-].[Na+].